From a dataset of Full USPTO retrosynthesis dataset with 1.9M reactions from patents (1976-2016). Predict the reactants needed to synthesize the given product. (1) Given the product [NH2:1][C:2]([CH3:27])([CH3:26])[C@H:3]([NH:8][C:9](=[O:25])[C:10]1[CH:15]=[CH:14][C:13]([C:16]#[C:17][C:18]#[C:19][CH:20]([OH:24])[CH2:21][CH2:22][OH:23])=[CH:12][CH:11]=1)[C:4]([NH:28][OH:29])=[O:5], predict the reactants needed to synthesize it. The reactants are: [NH2:1][C:2]([CH3:27])([CH3:26])[C@H:3]([NH:8][C:9](=[O:25])[C:10]1[CH:15]=[CH:14][C:13]([C:16]#[C:17][C:18]#[C:19][CH:20]([OH:24])[CH2:21][CH2:22][OH:23])=[CH:12][CH:11]=1)[C:4](OC)=[O:5].[NH2:28][OH:29].O. (2) Given the product [C:1]([O:4][C@H:5]1[C@H:10]([O:11][C:12](=[O:14])[CH3:13])[C@@H:9]([O:15][C:16](=[O:18])[CH3:17])[C@H:8]([C:19]2[CH:24]=[CH:23][C:22]([Cl:25])=[C:21]([CH2:26][Br:39])[CH:20]=2)[O:7][C@@H:6]1[CH2:34][O:35][C:36](=[O:38])[CH3:37])(=[O:3])[CH3:2], predict the reactants needed to synthesize it. The reactants are: [C:1]([O:4][C@H:5]1[C@H:10]([O:11][C:12](=[O:14])[CH3:13])[C@@H:9]([O:15][C:16](=[O:18])[CH3:17])[C@H:8]([C:19]2[CH:24]=[CH:23][C:22]([Cl:25])=[C:21]([CH2:26]OC3C=CC=CC=3)[CH:20]=2)[O:7][C@@H:6]1[CH2:34][O:35][C:36](=[O:38])[CH3:37])(=[O:3])[CH3:2].[BrH:39].C([O-])([O-])=O.[K+].[K+]. (3) Given the product [CH3:13][C:14]([CH2:22][CH2:23][CH2:24][CH:25]([CH3:37])[CH2:26][CH2:27][CH2:28][CH:29]([CH3:36])[CH2:30][CH2:31][CH2:32][CH:33]([CH3:35])[CH3:34])=[CH:15][CH2:16][CH2:17][C:18]([O:4][C:3]1[C:2]([O:8][C@H:7]([C@H:9]([CH2:11][OH:12])[OH:10])[C:5]=1[OH:6])=[O:1])=[O:19], predict the reactants needed to synthesize it. The reactants are: [O:1]=[C:2]1[O:8][C@H:7]([C@H:9]([CH2:11][OH:12])[OH:10])[C:5]([OH:6])=[C:3]1[OH:4].[CH3:13][C:14]([CH2:22][CH2:23][CH2:24][CH:25]([CH3:37])[CH2:26][CH2:27][CH2:28][CH:29]([CH3:36])[CH2:30][CH2:31][CH2:32][CH:33]([CH3:35])[CH3:34])=[CH:15][CH2:16][CH2:17][C:18](OC)=[O:19].O. (4) Given the product [Br:67][C:63]1[C:64]([Cl:66])=[CH:65][C:60]([N:56]2[C:57]3[C:52](=[CH:51][C:50]([S:48]([O:87][C:78]4[C:77]([F:76])=[C:82]([F:83])[C:81]([F:84])=[C:80]([F:85])[C:79]=4[F:86])(=[O:27])=[O:49])=[CH:59][CH:58]=3)[CH:53]=[CH:54][C:55]2=[O:70])=[C:61]([O:68][CH3:69])[CH:62]=1, predict the reactants needed to synthesize it. The reactants are: C(SC1C=C2C(=CC=1)N(C1C=C(Cl)C(Br)=CC=1[O:27]C)C(=O)C=C2)C1C=CC=CC=1.ClN1C(C)(C)C(=O)N(Cl)C1=O.C([S:48]([C:50]1[CH:51]=[C:52]2[C:57](=[CH:58][CH:59]=1)[N:56]([C:60]1[CH:65]=[C:64]([Cl:66])[C:63]([Br:67])=[CH:62][C:61]=1[O:68][CH3:69])[C:55](=[O:70])[CH:54]=[CH:53]2)=[O:49])C1C=CC=CC=1.S(Cl)(Cl)(=O)=O.[F:76][C:77]1[C:82]([F:83])=[C:81]([F:84])[C:80]([F:85])=[C:79]([F:86])[C:78]=1[OH:87]. (5) Given the product [OH:15][C:11]1[N:10]([CH2:16][CH2:17][CH3:18])[C:9](=[O:19])[N:8]([CH2:7][C:1]2[CH:2]=[CH:3][CH:4]=[CH:5][CH:6]=2)[C:13](=[O:14])[C:12]=1[C:30]([NH:29][CH2:32][C:33]([OH:35])=[O:34])=[O:31], predict the reactants needed to synthesize it. The reactants are: [C:1]1([CH2:7][N:8]2[C:13](=[O:14])[CH2:12][C:11](=[O:15])[N:10]([CH2:16][CH2:17][CH3:18])[C:9]2=[O:19])[CH:6]=[CH:5][CH:4]=[CH:3][CH:2]=1.C(N(C(C)C)CC)(C)C.[N:29]([CH2:32][C:33]([O:35]CC)=[O:34])=[C:30]=[O:31]. (6) Given the product [C:35]([O:39][C:40]([N:42]1[CH2:56][CH2:55][C:46]2=[C:6]([N:8]3[CH2:9][CH:10]([CH2:12][OH:13])[CH2:11]3)[N:48]3[C:52]([N:53]=[C:45]2[CH2:44][CH2:43]1)=[CH:51][CH:50]=[N:49]3)=[O:41])([CH3:38])([CH3:36])[CH3:37], predict the reactants needed to synthesize it. The reactants are: C(O[C:6]([N:8]1[CH2:11][CH:10]([CH2:12][OH:13])[CH2:9]1)=O)(C)(C)C.O.C1(C)C=CC(S(O)(=O)=O)=CC=1.CCN(C(C)C)C(C)C.[C:35]([O:39][C:40]([N:42]1[CH2:56][CH2:55][C:46]2=C(Cl)[N:48]3[C:52]([N:53]=[C:45]2[CH2:44][CH2:43]1)=[CH:51][CH:50]=[N:49]3)=[O:41])([CH3:38])([CH3:37])[CH3:36].O.C(O)(=O)CC(CC(O)=O)(C(O)=O)O.